From a dataset of Reaction yield outcomes from USPTO patents with 853,638 reactions. Predict the reaction yield, written as a fraction of the theoretical maximum amount of product (1.0 means a 100% yield; for example, 0.34 means a 34% yield). (1) The reactants are [F:1][C:2]([F:14])([F:13])[O:3][C:4]1[CH:12]=[CH:11][C:7]([CH:8]=[N:9][OH:10])=[CH:6][CH:5]=1.[Cl:15]N1C(=O)CCC1=O. The catalyst is CN(C)C=O. The product is [OH:10][N:9]=[C:8]([Cl:15])[C:7]1[CH:11]=[CH:12][C:4]([O:3][C:2]([F:13])([F:14])[F:1])=[CH:5][CH:6]=1. The yield is 0.900. (2) The reactants are C(O[C:6](=O)[N:7]([C:9]1[CH:10]=[N:11][C:12]([Cl:22])=[CH:13][C:14]=1[C:15]1[CH:20]=[CH:19][CH:18]=[CH:17][C:16]=1[Cl:21])C)(C)(C)C.FC(F)(F)C(O)=O.C(=O)([O-])[O-].[Na+].[Na+]. The catalyst is ClCCl. The product is [Cl:22][C:12]1[N:11]=[CH:10][C:9]([NH:7][CH3:6])=[C:14]([C:15]2[CH:20]=[CH:19][CH:18]=[CH:17][C:16]=2[Cl:21])[CH:13]=1. The yield is 0.990. (3) The reactants are [CH3:1][S:2]([OH:5])(=[O:4])=[O:3].[CH3:6][C:7]1([CH3:36])[O:11][C:10]([C:12]2[CH:19]=[CH:18][C:15]([C:16]#[N:17])=[CH:14][CH:13]=2)=[C:9]([C:20]2[CH:25]=[CH:24][C:23]([O:26][CH2:27][C:28]3[CH:33]=[CH:32][C:31]([CH3:34])=[CH:30][N:29]=3)=[CH:22][CH:21]=2)[C:8]1=[O:35]. The catalyst is C(Cl)Cl.C(OCC)C. The product is [CH3:1][S:2]([OH:5])(=[O:4])=[O:3].[CH3:6][C:7]1([CH3:36])[O:11][C:10]([C:12]2[CH:19]=[CH:18][C:15]([C:16]#[N:17])=[CH:14][CH:13]=2)=[C:9]([C:20]2[CH:25]=[CH:24][C:23]([O:26][CH2:27][C:28]3[CH:33]=[CH:32][C:31]([CH3:34])=[CH:30][N:29]=3)=[CH:22][CH:21]=2)[C:8]1=[O:35]. The yield is 0.670. (4) The reactants are I[C:2]1[CH:7]=[CH:6][CH:5]=[CH:4][C:3]=1[CH3:8].BrC1C=CC(F)=CC=1C.[Cl:18][C:19]1[CH:24]=[CH:23][C:22]([OH:25])=[C:21]([CH3:26])[CH:20]=1. No catalyst specified. The product is [Cl:18][C:19]1[CH:24]=[CH:23][C:22]([O:25][C:2]2[CH:7]=[CH:6][CH:5]=[CH:4][C:3]=2[CH3:8])=[C:21]([CH3:26])[CH:20]=1. The yield is 0.890. (5) The reactants are [NH:1]1[CH:5]=[C:4]([CH:6]=[O:7])[N:3]=[CH:2]1.[Cl:8][C:9]1[CH:14]=[CH:13][C:12](I)=[CH:11][CH:10]=1.CN[C@@H]1CCCC[C@H]1NC.C(=O)([O-])[O-].[Cs+].[Cs+]. The catalyst is [NH4+].[Cl-].[Cu]I.CN(C=O)C. The product is [Cl:8][C:9]1[CH:14]=[CH:13][C:12]([N:1]2[CH:5]=[C:4]([CH:6]=[O:7])[N:3]=[CH:2]2)=[CH:11][CH:10]=1. The yield is 1.07.